Dataset: Forward reaction prediction with 1.9M reactions from USPTO patents (1976-2016). Task: Predict the product of the given reaction. (1) Given the reactants [CH:1]([C:4]1[CH:5]=[C:6]([NH:10][C:11]2[N:15]([CH3:16])[C:14]3[CH:17]=[CH:18][C:19]([O:21][C:22]4[CH:27]=[CH:26][N:25]=[C:24]([NH:28][C:29](=[O:37])[CH2:30][CH:31]5[CH2:36][CH2:35][NH:34][CH2:33][CH2:32]5)[CH:23]=4)=[CH:20][C:13]=3[N:12]=2)[CH:7]=[CH:8][CH:9]=1)([CH3:3])[CH3:2].[C:38](O)(=O)C.C=O.C([BH3-])#N.[Na+].C(=O)([O-])[O-].[Na+].[Na+], predict the reaction product. The product is: [CH:1]([C:4]1[CH:5]=[C:6]([NH:10][C:11]2[N:15]([CH3:16])[C:14]3[CH:17]=[CH:18][C:19]([O:21][C:22]4[CH:27]=[CH:26][N:25]=[C:24]([NH:28][C:29](=[O:37])[CH2:30][CH:31]5[CH2:32][CH2:33][N:34]([CH3:38])[CH2:35][CH2:36]5)[CH:23]=4)=[CH:20][C:13]=3[N:12]=2)[CH:7]=[CH:8][CH:9]=1)([CH3:3])[CH3:2]. (2) Given the reactants F[C:2]1[CH:7]=[CH:6][CH:5]=[CH:4][C:3]=1[S:8]([NH:11][C:12]1[C:21]([C:22]([OH:24])=[O:23])=[C:20]2[C:15]([CH:16]3[CH2:25][CH:17]3[CH2:18][O:19]2)=[CH:14][CH:13]=1)(=[O:10])=[O:9].[CH2:26]([N:28]1[CH2:32][CH2:31][C@H:30]([CH2:33][CH2:34][NH2:35])[CH2:29]1)[CH3:27], predict the reaction product. The product is: [CH2:26]([N:28]1[CH2:32][CH2:31][C@H:30]([CH2:33][CH2:34][NH:35][C:2]2[CH:7]=[CH:6][CH:5]=[CH:4][C:3]=2[S:8]([NH:11][C:12]2[C:21]([C:22]([OH:24])=[O:23])=[C:20]3[C:15]([CH:16]4[CH2:25][CH:17]4[CH2:18][O:19]3)=[CH:14][CH:13]=2)(=[O:10])=[O:9])[CH2:29]1)[CH3:27]. (3) Given the reactants CCN(C(C)C)C(C)C.[C:10]1([N:16]2[CH:20]=[C:19]([C:21]([OH:23])=O)[N:18]=[N:17]2)[CH:15]=[CH:14][CH:13]=[CH:12][CH:11]=1.C1C=CC2N(O)N=NC=2C=1.CCN=C=NCCCN(C)C.[ClH:45].[NH2:46][CH2:47][C:48]([N:50]1[CH2:55][CH2:54][CH:53]([O:56][C:57]2[CH:62]=[CH:61][CH:60]=[C:59](C(F)(F)F)[CH:58]=2)[CH2:52][CH2:51]1)=[O:49], predict the reaction product. The product is: [Cl:45][C:58]1[CH:59]=[CH:60][CH:61]=[CH:62][C:57]=1[O:56][CH:53]1[CH2:54][CH2:55][N:50]([C:48](=[O:49])[CH2:47][NH:46][C:21]([C:19]2[N:18]=[N:17][N:16]([C:10]3[CH:11]=[CH:12][CH:13]=[CH:14][CH:15]=3)[CH:20]=2)=[O:23])[CH2:51][CH2:52]1.